The task is: Predict which catalyst facilitates the given reaction.. This data is from Catalyst prediction with 721,799 reactions and 888 catalyst types from USPTO. Reactant: [CH2:1]([N:5]1[C:14]2[C:9]([C:10](=[O:16])[NH:11][C:12](=[O:15])[N:13]=2)=[N:8][C:7]2[CH:17]=[C:18]([CH3:22])[C:19](Cl)=[CH:20][C:6]1=2)[CH2:2][CH2:3][CH3:4].[CH3:23][NH:24][CH3:25]. Product: [CH2:1]([N:5]1[C:14]2[C:9]([C:10](=[O:16])[NH:11][C:12](=[O:15])[N:13]=2)=[N:8][C:7]2[CH:17]=[C:18]([CH3:22])[C:19]([N:24]([CH3:25])[CH3:23])=[CH:20][C:6]1=2)[CH2:2][CH2:3][CH3:4]. The catalyst class is: 3.